Binary Classification. Given a T-cell receptor sequence (or CDR3 region) and an epitope sequence, predict whether binding occurs between them. From a dataset of TCR-epitope binding with 47,182 pairs between 192 epitopes and 23,139 TCRs. (1) The epitope is YVFCTVNAL. The TCR CDR3 sequence is CASSLDTSYEQYF. Result: 0 (the TCR does not bind to the epitope). (2) The epitope is LLQTGIHVRVSQPSL. Result: 0 (the TCR does not bind to the epitope). The TCR CDR3 sequence is CSVLIWGQDTAYEQYF.